Task: Predict the product of the given reaction.. Dataset: Forward reaction prediction with 1.9M reactions from USPTO patents (1976-2016) (1) Given the reactants [Cl:1][C:2]1[CH:27]=[CH:26][C:5]([CH2:6][N:7]2[C:15]3[C:10](=[CH:11][C:12]([CH:16]=[C:17]4[S:21][C:20](SCC)=[N:19][C:18]4=[O:25])=[CH:13][CH:14]=3)[CH:9]=[N:8]2)=[C:4]([C:28]([F:31])([F:30])[F:29])[CH:3]=1.[C:32]([O:36][C:37](=[O:45])[NH:38][C@@H:39]1[CH2:44][CH2:43][CH2:42][NH:41][CH2:40]1)([CH3:35])([CH3:34])[CH3:33], predict the reaction product. The product is: [C:32]([O:36][C:37](=[O:45])[NH:38][CH:39]1[CH2:44][CH2:43][CH2:42][N:41]([C:20]2[S:21][C:17](=[CH:16][C:12]3[CH:11]=[C:10]4[C:15](=[CH:14][CH:13]=3)[N:7]([CH2:6][C:5]3[CH:26]=[CH:27][C:2]([Cl:1])=[CH:3][C:4]=3[C:28]([F:30])([F:31])[F:29])[N:8]=[CH:9]4)[C:18](=[O:25])[N:19]=2)[CH2:40]1)([CH3:35])([CH3:33])[CH3:34].[NH2:38][C@@H:39]1[CH2:44][CH2:43][CH2:42][N:41]([C:20]2[S:21][C:17](=[CH:16][C:12]3[CH:11]=[C:10]4[C:15](=[CH:14][CH:13]=3)[N:7]([CH2:6][C:5]3[CH:26]=[CH:27][C:2]([Cl:1])=[CH:3][C:4]=3[C:28]([F:29])([F:31])[F:30])[N:8]=[CH:9]4)[C:18](=[O:25])[N:19]=2)[CH2:40]1. (2) Given the reactants [Cl:1][C:2]1[CH:3]=[C:4]([CH2:11][C:12]([O:14]C)=O)[CH:5]=[C:6]([Cl:10])[C:7]=1[O:8][CH3:9].[NH2:16][OH:17], predict the reaction product. The product is: [OH:17][NH:16][C:12](=[O:14])[CH2:11][C:4]1[CH:3]=[C:2]([Cl:1])[C:7]([O:8][CH3:9])=[C:6]([Cl:10])[CH:5]=1. (3) Given the reactants [CH3:1][NH2:2].[N+:3]([C:6]1[C:11]2[N:12]=[C:13]([C:17]3[CH:22]=[CH:21][CH:20]=[C:19]([C:23]([F:26])([F:25])[F:24])[CH:18]=3)O[C:15](=[O:16])[C:10]=2[CH:9]=[CH:8][CH:7]=1)([O-:5])=[O:4], predict the reaction product. The product is: [CH3:1][N:2]1[C:15](=[O:16])[C:10]2[C:11](=[C:6]([N+:3]([O-:5])=[O:4])[CH:7]=[CH:8][CH:9]=2)[N:12]=[C:13]1[C:17]1[CH:22]=[CH:21][CH:20]=[C:19]([C:23]([F:26])([F:25])[F:24])[CH:18]=1. (4) Given the reactants [C:1]([NH:9][C@H:10]([C:12]([OH:14])=O)[CH3:11])(=[O:8])[C:2]1[CH:7]=[CH:6][CH:5]=[CH:4][CH:3]=1.C(C1NC=CN=1)(C1NC=CN=1)=O.[C:27]([O:30][CH2:31][CH3:32])(=[O:29])[CH3:28].[Li+].CC([N-]C(C)C)C, predict the reaction product. The product is: [C:1]([NH:9][CH:10]([CH3:11])[C:12](=[O:14])[CH2:28][C:27]([O:30][CH2:31][CH3:32])=[O:29])(=[O:8])[C:2]1[CH:3]=[CH:4][CH:5]=[CH:6][CH:7]=1. (5) Given the reactants [CH:1]1([N:7]2[C:11]3[CH:12]=[CH:13][C:14]([C:16]4[N:17]=[N:18][NH:19][N:20]=4)=[CH:15][C:10]=3[N:9]=[C:8]2[C:21]2[CH:26]=[CH:25][C:24]([O:27][CH2:28][C:29]3[N:33]=[C:32]([C:34]4[CH:39]=[CH:38][CH:37]=[CH:36][C:35]=4[O:40][CH3:41])[O:31][N:30]=3)=[CH:23][CH:22]=2)[CH2:6][CH2:5][CH2:4][CH2:3][CH2:2]1.C(Cl)Cl.[C:45]([OH:51])([C:47]([F:50])([F:49])[F:48])=[O:46].C([SiH](C(C)C)C(C)C)(C)C, predict the reaction product. The product is: [CH:1]1([N:7]2[C:11]3[CH:12]=[CH:13][C:14]([C:16]4[NH:17][N:18]=[N:19][N:20]=4)=[CH:15][C:10]=3[N:9]=[C:8]2[C:21]2[CH:22]=[CH:23][C:24]([O:27][CH2:28][C:29]3[N:33]=[C:32]([C:34]4[CH:39]=[CH:38][CH:37]=[CH:36][C:35]=4[O:40][CH3:41])[O:31][N:30]=3)=[CH:25][CH:26]=2)[CH2:6][CH2:5][CH2:4][CH2:3][CH2:2]1.[C:45]([OH:51])([C:47]([F:50])([F:49])[F:48])=[O:46]. (6) Given the reactants [Cl:1][C:2]1[CH:3]=[CH:4][C:5]2[S:9][C:8]([CH2:10][N:11]3[C:20](=[O:21])[C:19]4[N:18]([CH2:22][C:23]#[C:24][CH3:25])[C:17](Br)=[N:16][C:15]=4[N:14]([CH3:27])[C:12]3=[O:13])=[N:7][C:6]=2[CH:28]=1.[C:29]([O:33][C:34]([C@@H:36]1[CH2:41][CH2:40][CH2:39][N:38](N)[CH2:37]1)=[O:35])([CH3:32])([CH3:31])[CH3:30].C(=O)([O-])[O-].[K+].[K+].O.C[N:51](C)C=O, predict the reaction product. The product is: [Cl:1][C:2]1[CH:3]=[CH:4][C:5]2[S:9][C:8]([CH2:10][N:11]3[C:20](=[O:21])[C:19]4[N:18]([CH2:22][C:23]#[C:24][CH3:25])[C:17]([N:38]5[CH2:39][CH2:40][CH2:41][CH:36]([C:34]([O:33][C:29]([CH3:32])([CH3:31])[CH3:30])=[O:35])[C@@H:37]5[NH2:51])=[N:16][C:15]=4[N:14]([CH3:27])[C:12]3=[O:13])=[N:7][C:6]=2[CH:28]=1.